From a dataset of Full USPTO retrosynthesis dataset with 1.9M reactions from patents (1976-2016). Predict the reactants needed to synthesize the given product. (1) Given the product [NH2:9][C:3]1[N:4]=[CH:5][N:6]=[C:7]([O:10][C@@H:11]2[CH2:16][CH2:15][CH2:14][N:13]([C:17](=[O:19])[CH:40]=[CH2:41])[CH2:12]2)[C:2]=1[C:28]1[CH:29]=[CH:30][C:25]([O:24][C:31]2[CH:36]=[CH:35][CH:34]=[CH:33][CH:32]=2)=[CH:26][CH:27]=1, predict the reactants needed to synthesize it. The reactants are: Cl[C:2]1[C:3]([NH2:9])=[N:4][CH:5]=[N:6][C:7]=1Cl.[OH:10][C@@H:11]1[CH2:16][CH2:15][CH2:14][N:13]([C:17]([O:19]C(C)(C)C)=O)[CH2:12]1.[O:24]([C:31]1[CH:36]=[CH:35][C:34](B(O)O)=[CH:33][CH:32]=1)[C:25]1[CH:30]=[CH:29][CH:28]=[CH:27][CH:26]=1.[C:40](Cl)(=O)[CH:41]=C. (2) The reactants are: [F:1][C:2]1[CH:7]=[CH:6][C:5]([C:8]2[C:16]([C:17]3[CH:22]=[CH:21][N:20]=[C:19](S(C)(=O)=O)[N:18]=3)=[C:15]3[N:10]([CH2:11][O:12][CH2:13][CH2:14]3)[N:9]=2)=[CH:4][CH:3]=1.[CH:27]([NH2:30])([CH3:29])[CH3:28]. Given the product [F:1][C:2]1[CH:7]=[CH:6][C:5]([C:8]2[C:16]([C:17]3[CH:22]=[CH:21][N:20]=[C:19]([NH:30][CH:27]([CH3:29])[CH3:28])[N:18]=3)=[C:15]3[N:10]([CH2:11][O:12][CH2:13][CH2:14]3)[N:9]=2)=[CH:4][CH:3]=1, predict the reactants needed to synthesize it. (3) Given the product [C:7]([N:11]1[C:19]([CH:20]=[O:21])=[CH:18][N:17]=[CH:16]1)([CH3:10])([CH3:9])[CH3:8], predict the reactants needed to synthesize it. The reactants are: Cl.C(=N)OCC.[C:7]([NH2:11])([CH3:10])([CH3:9])[CH3:8].C1(N2[C:19]([CH:20]=[O:21])=[CH:18][N:17]=[C:16]2C)CC1. (4) Given the product [F:44][C:38]1[CH:39]=[CH:40][C:41]([C:9]2[CH2:14][CH2:13][N:12]([C:15]3[N:20]=[CH:19][N:18]([CH2:21][C:22]4[S:23][C:24]([C:27]([F:29])([F:30])[F:28])=[CH:25][CH:26]=4)[C:17](=[O:31])[N:16]=3)[CH2:11][CH:10]=2)=[CH:42][C:37]=1[OH:36], predict the reactants needed to synthesize it. The reactants are: CC1(C)C(C)(C)OB([C:9]2[CH2:14][CH2:13][N:12]([C:15]3[N:20]=[CH:19][N:18]([CH2:21][C:22]4[S:23][C:24]([C:27]([F:30])([F:29])[F:28])=[CH:25][CH:26]=4)[C:17](=[O:31])[N:16]=3)[CH2:11][CH:10]=2)O1.C([O:36][C:37]1[CH:42]=[C:41](Br)[CH:40]=[CH:39][C:38]=1[F:44])(=O)C.